This data is from Forward reaction prediction with 1.9M reactions from USPTO patents (1976-2016). The task is: Predict the product of the given reaction. (1) Given the reactants [C:1](Cl)(=O)[C:2]([Cl:4])=[O:3].[Cl:7][C:8]1[C:9]([C:17](=[O:23])[N:18]([CH2:21][CH3:22])[CH2:19][CH3:20])=C([CH:14]=[CH:15][CH:16]=1)C(O)=O, predict the reaction product. The product is: [Cl:7][C:8]1[C:9]([C:17](=[O:23])[N:18]([CH2:21][CH3:22])[CH2:19][CH3:20])=[C:1]([CH:14]=[CH:15][CH:16]=1)[C:2]([Cl:4])=[O:3]. (2) Given the reactants [CH:1]([C:3]1[S:7][C:6]([CH:8]=[O:9])=[CH:5][CH:4]=1)=[CH2:2].[BH4-].[Na+], predict the reaction product. The product is: [CH:1]([C:3]1[S:7][C:6]([CH2:8][OH:9])=[CH:5][CH:4]=1)=[CH2:2]. (3) Given the reactants [CH:1]1([CH2:7][C@H:8]([NH:24][C:25](=[O:31])[O:26][C:27]([CH3:30])([CH3:29])[CH3:28])[C@H:9]([OH:23])[CH2:10][NH:11][CH2:12][C:13]2[CH:18]=[C:17]([O:19][CH3:20])[CH:16]=[C:15]([O:21][CH3:22])[CH:14]=2)[CH2:6][CH2:5][CH2:4][CH2:3][CH2:2]1.CCN(C(C)C)C(C)C.Cl[C:42]([O:44][CH2:45][CH:46]1[C:58]2[CH:57]=[CH:56][CH:55]=[CH:54][C:53]=2[C:52]2[C:47]1=[CH:48][CH:49]=[CH:50][CH:51]=2)=[O:43], predict the reaction product. The product is: [C:27]([O:26][C:25]([NH:24][C@@H:8]([CH2:7][CH:1]1[CH2:6][CH2:5][CH2:4][CH2:3][CH2:2]1)[C@H:9]([OH:23])[CH2:10][N:11]([CH2:12][C:13]1[CH:18]=[C:17]([O:19][CH3:20])[CH:16]=[C:15]([O:21][CH3:22])[CH:14]=1)[C:42]([O:44][CH2:45][CH:46]1[C:47]2[CH:48]=[CH:49][CH:50]=[CH:51][C:52]=2[C:53]2[C:58]1=[CH:57][CH:56]=[CH:55][CH:54]=2)=[O:43])=[O:31])([CH3:28])([CH3:30])[CH3:29]. (4) The product is: [NH2:1][C:4]1[CH:5]=[C:6]2[C:10](=[CH:11][CH:12]=1)[N:9]([CH2:13][CH2:14][N:15]1[CH2:19][CH2:18][CH2:17][CH2:16]1)[CH:8]=[CH:7]2. Given the reactants [N+:1]([C:4]1[CH:5]=[C:6]2[C:10](=[CH:11][CH:12]=1)[N:9]([CH2:13][CH2:14][N:15]1[CH2:19][CH2:18][CH2:17][CH2:16]1)[CH:8]=[CH:7]2)([O-])=O.ClCCl.CO.N, predict the reaction product. (5) Given the reactants [CH3:1][C:2]1[CH:7]=[C:6]([N+:8]([O-:10])=[O:9])[CH:5]=[CH:4][C:3]=1[OH:11].[Si:12](Cl)([C:15]([CH3:18])([CH3:17])[CH3:16])([CH3:14])[CH3:13], predict the reaction product. The product is: [C:15]([Si:12]([CH3:14])([CH3:13])[O:11][C:3]1[CH:4]=[CH:5][C:6]([N+:8]([O-:10])=[O:9])=[CH:7][C:2]=1[CH3:1])([CH3:18])([CH3:17])[CH3:16]. (6) Given the reactants [F:1][C:2]1[CH:3]=[C:4]([N:9]=[C:10]=S)[CH:5]=[CH:6][C:7]=1[F:8].[NH:12]([C:14](=[O:37])[C:15]([NH:17][C:18]1[CH:19]=[CH:20][C:21]([O:24][CH:25]2[CH2:30][CH2:29][C:28]([CH3:36])([C:31]([O:33][CH2:34][CH3:35])=[O:32])[CH2:27][CH2:26]2)=[N:22][CH:23]=1)=[O:16])[NH2:13].Cl.CN(C)CCCN=C=NCC, predict the reaction product. The product is: [F:1][C:2]1[CH:3]=[C:4]([NH:9][C:10]2[O:37][C:14]([C:15]([NH:17][C:18]3[CH:19]=[CH:20][C:21]([O:24][CH:25]4[CH2:30][CH2:29][C:28]([CH3:36])([C:31]([O:33][CH2:34][CH3:35])=[O:32])[CH2:27][CH2:26]4)=[N:22][CH:23]=3)=[O:16])=[N:12][N:13]=2)[CH:5]=[CH:6][C:7]=1[F:8]. (7) Given the reactants N(C(OC(C)C)=O)=NC(OC(C)C)=O.C1(P(C2C=CC=CC=2)C2C=CC=CC=2)C=CC=CC=1.[CH2:34]([OH:38])[CH2:35][C:36]#[CH:37].[C:39]1(=O)[NH:43][C:42](=[O:44])[C:41]2=[CH:45][CH:46]=[CH:47][CH:48]=[C:40]12, predict the reaction product. The product is: [CH2:39]([N:43]1[C:34](=[O:38])[C:35]2[C:41](=[CH:45][CH:46]=[CH:37][CH:36]=2)[C:42]1=[O:44])[CH2:40][C:48]#[CH:47].